Dataset: Reaction yield outcomes from USPTO patents with 853,638 reactions. Task: Predict the reaction yield, written as a fraction of the theoretical maximum amount of product (1.0 means a 100% yield; for example, 0.34 means a 34% yield). (1) The reactants are [NH2:1][C:2]1[CH:7]=[CH:6][C:5]([C:8]2[N:9]([CH:22]3[CH2:25][CH2:24][CH2:23]3)[C:10]3[C:15]([C:16]=2[C:17]#[N:18])=[CH:14][CH:13]=[C:12]([O:19][CH2:20][CH3:21])[CH:11]=3)=[CH:4][CH:3]=1.CCN(CC)CC.[F:33][C:34]([F:45])([F:44])[C:35](O[C:35](=[O:36])[C:34]([F:45])([F:44])[F:33])=[O:36]. The catalyst is C(Cl)Cl. The product is [C:17]([C:16]1[C:15]2[C:10](=[CH:11][C:12]([O:19][CH2:20][CH3:21])=[CH:13][CH:14]=2)[N:9]([CH:22]2[CH2:23][CH2:24][CH2:25]2)[C:8]=1[C:5]1[CH:4]=[CH:3][C:2]([NH:1][C:35](=[O:36])[C:34]([F:45])([F:44])[F:33])=[CH:7][CH:6]=1)#[N:18]. The yield is 1.00. (2) The reactants are [NH2:1][CH2:2][CH:3]([CH:14]1[CH2:19][CH2:18][N:17]([C:20]2[N:25]=[CH:24][N:23]=[C:22]([NH2:26])[C:21]=2[Br:27])[CH2:16][CH2:15]1)[C:4]1[CH:9]=[CH:8][C:7]([C:10]([F:13])([F:12])[F:11])=[CH:6][CH:5]=1.[C:28](O[C:28]([O:30][C:31]([CH3:34])([CH3:33])[CH3:32])=[O:29])([O:30][C:31]([CH3:34])([CH3:33])[CH3:32])=[O:29]. The catalyst is C1COCC1. The product is [NH2:26][C:22]1[N:23]=[CH:24][N:25]=[C:20]([N:17]2[CH2:18][CH2:19][CH:14]([CH:3]([C:4]3[CH:9]=[CH:8][C:7]([C:10]([F:12])([F:13])[F:11])=[CH:6][CH:5]=3)[CH2:2][NH:1][C:28](=[O:29])[O:30][C:31]([CH3:34])([CH3:33])[CH3:32])[CH2:15][CH2:16]2)[C:21]=1[Br:27]. The yield is 0.670. (3) The reactants are [NH2:1][C:2]1[N:7]=[CH:6][N:5]=[C:4]2[N:8]([CH:12]([C:14]3[C:15]([O:27][CH2:28][CH3:29])=[C:16]([C:22]([CH3:26])=[C:23]([Cl:25])[CH:24]=3)[C:17]([NH:19][CH2:20][CH3:21])=[O:18])[CH3:13])[N:9]=[C:10](I)[C:3]=12.CC1(C)C(C)(C)OB([C:38]2[CH:39]=[N:40][NH:41][CH:42]=2)O1.C(=O)([O-])[O-].[Na+].[Na+].O. The catalyst is CN(C)C=O.C1C=CC([P]([Pd]([P](C2C=CC=CC=2)(C2C=CC=CC=2)C2C=CC=CC=2)([P](C2C=CC=CC=2)(C2C=CC=CC=2)C2C=CC=CC=2)[P](C2C=CC=CC=2)(C2C=CC=CC=2)C2C=CC=CC=2)(C2C=CC=CC=2)C2C=CC=CC=2)=CC=1. The product is [NH2:1][C:2]1[N:7]=[CH:6][N:5]=[C:4]2[N:8]([CH:12]([C:14]3[C:15]([O:27][CH2:28][CH3:29])=[C:16]([C:22]([CH3:26])=[C:23]([Cl:25])[CH:24]=3)[C:17]([NH:19][CH2:20][CH3:21])=[O:18])[CH3:13])[N:9]=[C:10]([C:38]3[CH:39]=[N:40][NH:41][CH:42]=3)[C:3]=12. The yield is 0.100. (4) The reactants are [NH2:1][C:2]1=[N:3][C:4](=[O:26])[NH:5]/[C:6]/1=[CH:7]\[C:8]1[CH:13]=[CH:12][C:11]([O:14]CC2C=CC(OC)=CC=2)=[C:10]([O:24][CH3:25])[CH:9]=1.FC(F)(F)C(O)=O.[OH-].[Na+]. No catalyst specified. The product is [NH2:1][C:2]1=[N:3][C:4](=[O:26])[NH:5]/[C:6]/1=[CH:7]\[C:8]1[CH:13]=[CH:12][C:11]([OH:14])=[C:10]([O:24][CH3:25])[CH:9]=1. The yield is 0.760. (5) The reactants are [OH:1][CH2:2][C@H:3]1[CH2:8][CH2:7][C@H:6]([C:9]([N:11]([O:13][CH3:14])[CH3:12])=[O:10])[CH2:5][CH2:4]1.[C:15]([Si:19](Cl)([C:26]1[CH:31]=[CH:30][CH:29]=[CH:28][CH:27]=1)[C:20]1[CH:25]=[CH:24][CH:23]=[CH:22][CH:21]=1)([CH3:18])([CH3:17])[CH3:16].N1C=CN=C1.O. The catalyst is CN(C)C=O. The product is [Si:19]([O:1][CH2:2][C@H:3]1[CH2:4][CH2:5][C@H:6]([C:9]([N:11]([O:13][CH3:14])[CH3:12])=[O:10])[CH2:7][CH2:8]1)([C:15]([CH3:18])([CH3:17])[CH3:16])([C:26]1[CH:27]=[CH:28][CH:29]=[CH:30][CH:31]=1)[C:20]1[CH:25]=[CH:24][CH:23]=[CH:22][CH:21]=1. The yield is 0.610. (6) The reactants are [ClH:1].O1CCOCC1.OC(C(F)(F)F)=O.[CH2:15]1[C:23]2[C:18](=[CH:19][C:20]([NH:24][C:25]([N:27]3[CH2:32][CH2:31][N:30](C(OC(C)(C)C)=O)[CH2:29][CH:28]3[CH2:40][O:41][C:42]3[CH:43]=[N:44][CH:45]=[CH:46][CH:47]=3)=[O:26])=[CH:21][CH:22]=2)[CH2:17][CH2:16]1. The catalyst is CO. The product is [ClH:1].[ClH:1].[CH2:15]1[C:23]2[C:18](=[CH:19][C:20]([NH:24][C:25]([N:27]3[CH2:32][CH2:31][NH:30][CH2:29][CH:28]3[CH2:40][O:41][C:42]3[CH:43]=[N:44][CH:45]=[CH:46][CH:47]=3)=[O:26])=[CH:21][CH:22]=2)[CH2:17][CH2:16]1. The yield is 0.650. (7) The yield is 0.910. The catalyst is [Cl-].[Cl-].[Zn+2]. The reactants are [Cl:1][C:2]1[C:7]([Cl:8])=[CH:6][CH:5]=[CH:4][C:3]=1[C:9]([Cl:12])(Cl)Cl.[OH2:13]. The product is [Cl:1][C:2]1[C:7]([Cl:8])=[CH:6][CH:5]=[CH:4][C:3]=1[C:9]([Cl:12])=[O:13].